This data is from Forward reaction prediction with 1.9M reactions from USPTO patents (1976-2016). The task is: Predict the product of the given reaction. (1) Given the reactants [OH:1][NH:2][C:3]([C:5]1[CH:13]=[CH:12][C:11]2[NH:10][C:9]3[CH:14]([CH2:17][C:18]([O:20][CH2:21][CH3:22])=[O:19])[CH2:15][CH2:16][C:8]=3[C:7]=2[CH:6]=1)=[NH:4].C(N(CC)CC)C.[N:30]1([C:35]2[CH:36]=[C:37]([CH:41]=[C:42]([O:44][C:45]([F:48])([F:47])[F:46])[CH:43]=2)[C:38](Cl)=O)[CH2:34][CH2:33][CH2:32][CH2:31]1, predict the reaction product. The product is: [N:30]1([C:35]2[CH:36]=[C:37]([C:38]3[O:1][N:2]=[C:3]([C:5]4[CH:13]=[CH:12][C:11]5[NH:10][C:9]6[CH:14]([CH2:17][C:18]([O:20][CH2:21][CH3:22])=[O:19])[CH2:15][CH2:16][C:8]=6[C:7]=5[CH:6]=4)[N:4]=3)[CH:41]=[C:42]([O:44][C:45]([F:46])([F:47])[F:48])[CH:43]=2)[CH2:34][CH2:33][CH2:32][CH2:31]1. (2) Given the reactants Br[CH2:2][CH2:3][CH2:4][O:5][C:6]1[CH:15]=[C:14]2[C:9]([C:10]([O:16][C:17]3[CH:22]=[CH:21][C:20]([NH:23][C:24]([NH:26][C:27]4[CH:32]=[CH:31][C:30]([F:33])=[CH:29][C:28]=4[F:34])=[O:25])=[C:19]([Cl:35])[CH:18]=3)=[CH:11][CH:12]=[N:13]2)=[CH:8][C:7]=1[O:36][CH3:37].C(=O)([O-])[O-].[K+].[K+].[NH:44]1[CH2:49][CH2:48][O:47][CH2:46][CH2:45]1.O, predict the reaction product. The product is: [Cl:35][C:19]1[CH:18]=[C:17]([O:16][C:10]2[C:9]3[C:14](=[CH:15][C:6]([O:5][CH2:4][CH2:3][CH2:2][N:44]4[CH2:49][CH2:48][O:47][CH2:46][CH2:45]4)=[C:7]([O:36][CH3:37])[CH:8]=3)[N:13]=[CH:12][CH:11]=2)[CH:22]=[CH:21][C:20]=1[NH:23][C:24]([NH:26][C:27]1[CH:32]=[CH:31][C:30]([F:33])=[CH:29][C:28]=1[F:34])=[O:25]. (3) Given the reactants [OH:1][C:2]1([CH2:15][NH:16][C:17](=[O:22])[C:18]([F:21])([F:20])[F:19])[CH2:7][CH2:6][N:5](C(OC(C)(C)C)=O)[CH2:4][CH2:3]1, predict the reaction product. The product is: [F:21][C:18]([F:19])([F:20])[C:17]([NH:16][CH2:15][C:2]1([OH:1])[CH2:7][CH2:6][NH:5][CH2:4][CH2:3]1)=[O:22]. (4) Given the reactants [N:1]1[N:2]=[C:3]([C:10]2[CH:19]=[CH:18][C:17]3[C:12](=[C:13]([O:21][CH2:22][C:23]4([OH:37])[CH2:29][CH2:28][CH2:27][N:26]([C:30]([O:32][C:33]([CH3:36])([CH3:35])[CH3:34])=[O:31])[CH2:25][CH2:24]4)[CH:14]=[C:15]([F:20])[CH:16]=3)[N:11]=2)[N:4]2[CH:9]=[CH:8][CH:7]=[CH:6][C:5]=12.[H-].[Na+].I[CH3:41], predict the reaction product. The product is: [N:1]1[N:2]=[C:3]([C:10]2[CH:19]=[CH:18][C:17]3[C:12](=[C:13]([O:21][CH2:22][C:23]4([O:37][CH3:41])[CH2:29][CH2:28][CH2:27][N:26]([C:30]([O:32][C:33]([CH3:34])([CH3:36])[CH3:35])=[O:31])[CH2:25][CH2:24]4)[CH:14]=[C:15]([F:20])[CH:16]=3)[N:11]=2)[N:4]2[CH:9]=[CH:8][CH:7]=[CH:6][C:5]=12. (5) The product is: [N+:1]([C:4]1[CH:9]=[CH:8][C:7]([N:11]2[CH2:16][CH2:15][NH:14][CH2:13][CH2:12]2)=[CH:6][CH:5]=1)([O-:3])=[O:2]. Given the reactants [N+:1]([C:4]1[CH:9]=[CH:8][C:7](Br)=[CH:6][CH:5]=1)([O-:3])=[O:2].[NH:11]1[CH2:16][CH2:15][NH:14][CH2:13][CH2:12]1.[O-]P([O-])([O-])=O.[K+].[K+].[K+], predict the reaction product.